Predict which catalyst facilitates the given reaction. From a dataset of Catalyst prediction with 721,799 reactions and 888 catalyst types from USPTO. (1) Reactant: [S:1]1[C:5]2[CH:6]=[CH:7][CH:8]=[CH:9][C:4]=2[N:3]=[C:2]1[CH:10]=[C:11]([NH:16][C:17]([O:19][C:20]([CH3:23])([CH3:22])[CH3:21])=[O:18])[C:12]([O:14][CH3:15])=[O:13]. Product: [S:1]1[C:5]2[CH:6]=[CH:7][CH:8]=[CH:9][C:4]=2[N:3]=[C:2]1[CH2:10][CH:11]([NH:16][C:17]([O:19][C:20]([CH3:23])([CH3:22])[CH3:21])=[O:18])[C:12]([O:14][CH3:15])=[O:13]. The catalyst class is: 5. (2) Reactant: [C:1]([O:5][C:6]([N:8]1[CH2:13][CH2:12][C:11](=[O:14])[CH2:10][CH2:9]1)=[O:7])([CH3:4])([CH3:3])[CH3:2].CO[CH:17](OC)[N:18]([CH3:20])[CH3:19].CN(C)C=O. Product: [C:1]([O:5][C:6]([N:8]1[CH2:9][CH2:10][C:11](=[O:14])[C:12](=[CH:17][N:18]([CH3:20])[CH3:19])[CH2:13]1)=[O:7])([CH3:4])([CH3:2])[CH3:3]. The catalyst class is: 244. (3) Reactant: [NH2:1][C:2]1[CH:3]=[C:4]([NH:8][S:9]([CH3:12])(=[O:11])=[O:10])[CH:5]=[CH:6][CH:7]=1.N1([C:18](N2C=CN=C2)=[S:19])C=CN=C1. Product: [N:1]([C:2]1[CH:3]=[C:4]([NH:8][S:9]([CH3:12])(=[O:11])=[O:10])[CH:5]=[CH:6][CH:7]=1)=[C:18]=[S:19]. The catalyst class is: 2. (4) Reactant: [C:1]([O:5][C:6](=[O:17])[NH:7][CH:8]([CH:12]1[CH2:16][CH2:15][NH:14][CH2:13]1)[CH2:9][C:10]#[N:11])([CH3:4])([CH3:3])[CH3:2].[CH:18]1([N:21]2[C:30]3[C:25](=[CH:26][C:27]([F:33])=[C:28](F)[C:29]=3[CH3:31])[C:24](=[O:34])[NH:23][C:22]2=[O:35])[CH2:20][CH2:19]1.CN(C)C(N(C)C)=N.O. Product: [C:1]([O:5][C:6](=[O:17])[NH:7][CH:8]([CH:12]1[CH2:16][CH2:15][N:14]([C:28]2[C:29]([CH3:31])=[C:30]3[C:25]([C:24](=[O:34])[NH:23][C:22](=[O:35])[N:21]3[CH:18]3[CH2:20][CH2:19]3)=[CH:26][C:27]=2[F:33])[CH2:13]1)[CH2:9][C:10]#[N:11])([CH3:4])([CH3:2])[CH3:3]. The catalyst class is: 16. (5) Reactant: [NH2:1][C:2]1[N:6]([CH:7]2[CH2:12][CH2:11][CH2:10][CH2:9][CH2:8]2)[N:5]=[CH:4][C:3]=1[C:13]([O:15]CC)=O.[N:18]1([C:24]#[N:25])[CH2:23][CH2:22]S[CH2:20][CH2:19]1.[H-].[Na+].Cl.[OH2:29]. Product: [CH:7]1([N:6]2[C:2]3[NH:1][C:24]([N:18]4[CH2:23][CH2:22][O:29][CH2:20][CH2:19]4)=[N:25][C:13](=[O:15])[C:3]=3[CH:4]=[N:5]2)[CH2:8][CH2:9][CH2:10][CH2:11][CH2:12]1. The catalyst class is: 7.